This data is from CYP2C19 inhibition data for predicting drug metabolism from PubChem BioAssay. The task is: Regression/Classification. Given a drug SMILES string, predict its absorption, distribution, metabolism, or excretion properties. Task type varies by dataset: regression for continuous measurements (e.g., permeability, clearance, half-life) or binary classification for categorical outcomes (e.g., BBB penetration, CYP inhibition). Dataset: cyp2c19_veith. (1) The drug is O=C(Oc1ccc2cc(Br)ccc2c1)c1cccnc1. The result is 1 (inhibitor). (2) The compound is COC(=O)[C@@]1(Cc2ccc(OC)cc2)[C@H]2c3cc(C(=O)N(C)C)n(Cc4ccccc4)c3C[C@H]2CN1C(=O)c1ccccc1. The result is 1 (inhibitor). (3) The compound is COCCn1c(=O)c(C)nc2cnc(OCc3ccccc3)nc21. The result is 0 (non-inhibitor). (4) The drug is NC(=O)c1ccc(OC[C@H](O)CN2CC=C(c3ccc(F)cc3)CC2)cc1. The result is 0 (non-inhibitor). (5) The result is 1 (inhibitor). The molecule is O=C(CSc1c[nH]c2ccccc12)N1CCOCC1. (6) The molecule is Cc1cn([C@H]2C[C@H](O)[C@@H](COC(N)=O)O2)c(=O)[nH]c1=O. The result is 0 (non-inhibitor). (7) The compound is CN(C)C(=O)c1ccc(-c2nccc(NCc3ccccc3)n2)cc1. The result is 0 (non-inhibitor).